This data is from Full USPTO retrosynthesis dataset with 1.9M reactions from patents (1976-2016). The task is: Predict the reactants needed to synthesize the given product. (1) Given the product [N:1]1[CH:6]=[CH:5][CH:4]=[CH:3][C:2]=1[CH2:7][CH2:8][NH:9][C:10]([C:12]1[C:13]([C:18]2[CH:23]=[CH:22][CH:21]=[CH:20][C:19]=2[CH2:24][NH:25][S:33]([C:30]2[CH:31]=[CH:32][C:27]([F:26])=[CH:28][CH:29]=2)(=[O:35])=[O:34])=[CH:14][CH:15]=[CH:16][CH:17]=1)=[O:11], predict the reactants needed to synthesize it. The reactants are: [N:1]1[CH:6]=[CH:5][CH:4]=[CH:3][C:2]=1[CH2:7][CH2:8][NH:9][C:10]([C:12]1[C:13]([C:18]2[CH:23]=[CH:22][CH:21]=[CH:20][C:19]=2[CH2:24][NH2:25])=[CH:14][CH:15]=[CH:16][CH:17]=1)=[O:11].[F:26][C:27]1[CH:32]=[CH:31][C:30]([S:33](Cl)(=[O:35])=[O:34])=[CH:29][CH:28]=1.N1C=CC=CC=1CCNC(C1C(C2C=CC=CC=2C(S(C2C=CC(F)=CC=2)(=O)=O)N)=CC=CC=1)=O. (2) Given the product [CH3:1][O:2][C:3]1[CH:28]=[C:27]([C:29]2[CH:33]=[CH:32][S:31][CH:30]=2)[CH:26]=[CH:25][C:4]=1[O:5][CH2:6][CH2:7][CH2:8][O:9][C:10]1[CH:11]=[C:12]2[C:16](=[CH:17][CH:18]=1)[C@H:15]([CH2:19][C:20]([OH:22])=[O:21])[CH2:14][CH2:13]2, predict the reactants needed to synthesize it. The reactants are: [CH3:1][O:2][C:3]1[CH:28]=[C:27]([C:29]2[CH:33]=[CH:32][S:31][CH:30]=2)[CH:26]=[CH:25][C:4]=1[O:5][CH2:6][CH2:7][CH2:8][O:9][C:10]1[CH:11]=[C:12]2[C:16](=[CH:17][CH:18]=1)[C@H:15]([CH2:19][C:20]([O:22]CC)=[O:21])[CH2:14][CH2:13]2.[Li+].[OH-]. (3) Given the product [C:1]([OH:4])(=[O:3])[CH3:2].[C:15]([C:14]1[CH:13]=[CH:12][C:11]([C:19]2[C:20]([CH3:34])=[CH:21][C:22]([O:25][CH2:26][C:27]([CH3:32])([CH3:33])[C:28]([O:30][CH3:31])=[O:29])=[N:23][CH:24]=2)=[CH:10][C:9]=1[F:8])(=[NH:16])[NH2:18], predict the reactants needed to synthesize it. The reactants are: [C:1]([O:4]C(=O)C)(=[O:3])[CH3:2].[F:8][C:9]1[CH:10]=[C:11]([C:19]2[C:20]([CH3:34])=[CH:21][C:22]([O:25][CH2:26][C:27]([CH3:33])([CH3:32])[C:28]([O:30][CH3:31])=[O:29])=[N:23][CH:24]=2)[CH:12]=[CH:13][C:14]=1[C:15](=[NH:18])[NH:16]O. (4) Given the product [C:1]([O:5][C:6]([C@H:8]1[CH2:10][C@@H:9]1[CH:11]([CH2:18][CH2:29][N+:26]([O-:28])=[O:27])[CH2:12][C:13]([O:15][CH2:16][CH3:17])=[O:14])=[O:7])([CH3:4])([CH3:3])[CH3:2], predict the reactants needed to synthesize it. The reactants are: [C:1]([O:5][C:6]([C@H:8]1[CH2:10][C@@H:9]1[CH:11]=[CH:12][C:13]([O:15][CH2:16][CH3:17])=[O:14])=[O:7])([CH3:4])([CH3:3])[CH3:2].[CH3:18]N(C)C(=N)N(C)C.[N+:26]([CH3:29])([O-:28])=[O:27].